This data is from Catalyst prediction with 721,799 reactions and 888 catalyst types from USPTO. The task is: Predict which catalyst facilitates the given reaction. (1) Reactant: [CH3:1][C:2]1[CH2:7][CH2:6][CH2:5][C:4]([CH3:9])([CH3:8])[C:3]=1[CH:10]=O.[CH3:12][O:13][C:14]1[CH:15]=[C:16]([CH:18]=[CH:19][CH:20]=1)[NH2:17].C(O)(=O)C.C([BH3-])#N.[Na+]. Product: [CH3:12][O:13][C:14]1[CH:15]=[C:16]([CH:18]=[CH:19][CH:20]=1)[NH:17][CH2:10][C:3]1[C:4]([CH3:8])([CH3:9])[CH2:5][CH2:6][CH2:7][C:2]=1[CH3:1]. The catalyst class is: 5. (2) Reactant: [C:1]1([N:7]([C:16]2[CH:21]=[CH:20][CH:19]=[CH:18][CH:17]=2)[C:8]2[CH:15]=[CH:14][C:11]([CH:12]=[O:13])=[CH:10][CH:9]=2)[CH:6]=[CH:5][CH:4]=[CH:3][CH:2]=1.C1C(=O)N([Br:29])C(=O)C1.C(OCC)(=O)C. Product: [Br:29][C:4]1[CH:5]=[CH:6][C:1]([N:7]([C:16]2[CH:21]=[CH:20][CH:19]=[CH:18][CH:17]=2)[C:8]2[CH:15]=[CH:14][C:11]([CH:12]=[O:13])=[CH:10][CH:9]=2)=[CH:2][CH:3]=1. The catalyst class is: 3. (3) Reactant: [CH3:1][O:2][C:3](=[O:25])/[CH:4]=[CH:5]/[C:6]1[CH:11]=[CH:10][CH:9]=[CH:8][C:7]=1[NH:12][CH2:13][C:14]1[CH:15]=[C:16]([CH2:20][CH2:21][C:22](O)=[O:23])[CH:17]=[CH:18][CH:19]=1.[NH4+].[Cl-].C([N:30](CC)CC)C.C[N+]1(C2N=C(OC)N=C(OC)N=2)CCOCC1.[Cl-]. Product: [NH2:30][C:22](=[O:23])[CH2:21][CH2:20][C:16]1[CH:15]=[C:14]([CH:19]=[CH:18][CH:17]=1)[CH2:13][NH:12][C:7]1[CH:8]=[CH:9][CH:10]=[CH:11][C:6]=1/[CH:5]=[CH:4]/[C:3]([O:2][CH3:1])=[O:25]. The catalyst class is: 5.